Task: Regression. Given two drug SMILES strings and cell line genomic features, predict the synergy score measuring deviation from expected non-interaction effect.. Dataset: Merck oncology drug combination screen with 23,052 pairs across 39 cell lines (1) Synergy scores: synergy=-6.42. Drug 1: N.N.O=C(O)C1(C(=O)O)CCC1.[Pt]. Drug 2: O=C(O)C1(Cc2cccc(Nc3nccs3)n2)CCC(Oc2cccc(Cl)c2F)CC1. Cell line: LOVO. (2) Drug 1: CN1C(=O)C=CC2(C)C3CCC4(C)C(NC(=O)OCC(F)(F)F)CCC4C3CCC12. Drug 2: CN(C)C(=N)N=C(N)N. Cell line: ZR751. Synergy scores: synergy=-41.0. (3) Drug 1: Cn1nnc2c(C(N)=O)ncn2c1=O. Drug 2: CCC1(O)C(=O)OCc2c1cc1n(c2=O)Cc2cc3c(CN(C)C)c(O)ccc3nc2-1. Cell line: LNCAP. Synergy scores: synergy=-131. (4) Drug 1: Cn1nnc2c(C(N)=O)ncn2c1=O. Drug 2: CCc1c2c(nc3ccc(O)cc13)-c1cc3c(c(=O)n1C2)COC(=O)C3(O)CC. Cell line: T47D. Synergy scores: synergy=-81.1.